Dataset: Forward reaction prediction with 1.9M reactions from USPTO patents (1976-2016). Task: Predict the product of the given reaction. (1) Given the reactants CC1(C)C(C)(C)OB([C:9]2[CH:10]=[C:11]3[C:15](=[CH:16][CH:17]=2)[C:14](=[O:18])[CH2:13][CH2:12]3)O1.C(=O)([O-])[O-].[Cs+].[Cs+].Br[C:27]1[CH:32]=[CH:31][C:30]([O:33][CH3:34])=[C:29]([O:35][CH2:36][CH:37]2[CH2:39][CH2:38]2)[C:28]=1[O:40][CH3:41], predict the reaction product. The product is: [CH:37]1([CH2:36][O:35][C:29]2[C:28]([O:40][CH3:41])=[C:27]([C:9]3[CH:10]=[C:11]4[C:15](=[CH:16][CH:17]=3)[C:14](=[O:18])[CH2:13][CH2:12]4)[CH:32]=[CH:31][C:30]=2[O:33][CH3:34])[CH2:38][CH2:39]1. (2) Given the reactants [OH-].[Na+:2].C([O:5][C:6](=[O:17])[CH2:7][C@@H:8]([CH2:13][N+:14]([O-:16])=[O:15])[CH2:9][CH:10]([CH3:12])[CH3:11])C, predict the reaction product. The product is: [Na+:2].[CH3:11][CH:10]([CH3:12])[CH2:9][C@H:8]([CH2:13][N+:14]([O-:16])=[O:15])[CH2:7][C:6]([O-:17])=[O:5]. (3) Given the reactants I[C:2]1[CH:3]=[C:4]2[N:10]=[C:9]([NH:11][C:12](=[O:16])[O:13][CH2:14][CH3:15])[N:8]([CH2:17][C:18]3[CH:23]=[CH:22][C:21]([O:24][CH2:25][C:26]4[CH:27]=[N:28][C:29]([O:32][CH3:33])=[CH:30][CH:31]=4)=[C:20]([O:34][CH3:35])[CH:19]=3)[C:5]2=[N:6][CH:7]=1.[C:36]1(B(O)O)[CH:41]=[CH:40][CH:39]=[CH:38][CH:37]=1.C(=O)([O-])[O-].[Na+].[Na+], predict the reaction product. The product is: [CH3:35][O:34][C:20]1[CH:19]=[C:18]([CH:23]=[CH:22][C:21]=1[O:24][CH2:25][C:26]1[CH:27]=[N:28][C:29]([O:32][CH3:33])=[CH:30][CH:31]=1)[CH2:17][N:8]1[C:5]2=[N:6][CH:7]=[C:2]([C:36]3[CH:41]=[CH:40][CH:39]=[CH:38][CH:37]=3)[CH:3]=[C:4]2[N:10]=[C:9]1[NH:11][C:12](=[O:16])[O:13][CH2:14][CH3:15]. (4) Given the reactants [N+:1]([C:4]1[CH:8]=[N:7][NH:6][N:5]=1)([O-:3])=[O:2].Cl[C:10]([F:15])([F:14])C([O-])=O.[Na+].C([O-])([O-])=O.[K+].[K+], predict the reaction product. The product is: [F:14][CH:10]([F:15])[N:6]1[N:5]=[C:4]([N+:1]([O-:3])=[O:2])[CH:8]=[N:7]1. (5) Given the reactants [F:1][C:2]1[C:3]([OH:17])=[CH:4][C:5]2[O:9][C:8]3[CH:10]=[CH:11][C:12]([C:14]#[N:15])=[CH:13][C:7]=3[C:6]=2[CH:16]=1.[Br:18]N1C(=O)CCC1=O, predict the reaction product. The product is: [Br:18][C:4]1[C:5]2[O:9][C:8]3[CH:10]=[CH:11][C:12]([C:14]#[N:15])=[CH:13][C:7]=3[C:6]=2[CH:16]=[C:2]([F:1])[C:3]=1[OH:17].